Dataset: Reaction yield outcomes from USPTO patents with 853,638 reactions. Task: Predict the reaction yield, written as a fraction of the theoretical maximum amount of product (1.0 means a 100% yield; for example, 0.34 means a 34% yield). (1) The reactants are C1(P(C2C=CC=CC=2)C2C=CC=CC=2)C=CC=CC=1.BrN1C(=O)CCC1=O.[CH3:28][S:29]([C:32]1[CH:33]=[C:34]([CH:42]([CH2:46][CH:47]2[CH2:51][CH2:50][CH2:49][CH2:48]2)[C:43](O)=[O:44])[CH:35]=[CH:36][C:37]=1[S:38]([CH3:41])(=[O:40])=[O:39])(=[O:31])=[O:30].[NH2:52][C:53]1[S:54][CH:55]=[CH:56][N:57]=1. The catalyst is C(Cl)Cl. The product is [CH3:28][S:29]([C:32]1[CH:33]=[C:34]([CH:42]([CH2:46][CH:47]2[CH2:51][CH2:50][CH2:49][CH2:48]2)[C:43]([NH:52][C:53]2[S:54][CH:55]=[CH:56][N:57]=2)=[O:44])[CH:35]=[CH:36][C:37]=1[S:38]([CH3:41])(=[O:40])=[O:39])(=[O:31])=[O:30]. The yield is 0.610. (2) The reactants are Cl[C:2]1[CH:12]=[C:11]([NH:13][C:14]2[CH:19]=[CH:18][C:17]([I:20])=[CH:16][C:15]=2[F:21])[C:5]([C:6]([O:8]CC)=O)=[CH:4][N:3]=1.[CH2:22]([CH2:24][NH2:25])[OH:23]. The catalyst is C1(C)C=CC=CC=1. The product is [F:21][C:15]1[CH:16]=[C:17]([I:20])[CH:18]=[CH:19][C:14]=1[NH:13][C:11]1[C:5]([C:6]([NH:25][CH2:24][CH2:22][OH:23])=[O:8])=[CH:4][N:3]=[C:2]([NH:25][CH2:24][CH2:22][OH:23])[CH:12]=1. The yield is 0.520. (3) The reactants are [Al+3].[Cl-].[Cl-].[Cl-].[CH:5]1([CH2:11][N:12]2[CH:16]=[CH:15][C:14]([C:17]([O:19][CH2:20][CH3:21])=[O:18])=[C:13]2[CH3:22])[CH2:10][CH2:9][CH2:8][CH2:7][CH2:6]1.[Br:23][CH2:24][C:25](Br)=[O:26]. The catalyst is C(Cl)Cl. The product is [Br:23][CH2:24][C:25]([C:16]1[N:12]([CH2:11][CH:5]2[CH2:6][CH2:7][CH2:8][CH2:9][CH2:10]2)[C:13]([CH3:22])=[C:14]([C:17]([O:19][CH2:20][CH3:21])=[O:18])[CH:15]=1)=[O:26]. The yield is 0.470.